From a dataset of Retrosynthesis with 50K atom-mapped reactions and 10 reaction types from USPTO. Predict the reactants needed to synthesize the given product. (1) Given the product Cc1ccc(-c2cccnc2C#N)cc1, predict the reactants needed to synthesize it. The reactants are: Cc1ccc(B(O)O)cc1.N#Cc1ncccc1Br. (2) Given the product COc1ccc(S(=O)(=O)n2c(=O)n(-c3cccc(Cl)c3)c3cc(Cl)ccc32)c(OC)c1, predict the reactants needed to synthesize it. The reactants are: COc1ccc(S(=O)(=O)Cl)c(OC)c1.O=c1[nH]c2ccc(Cl)cc2n1-c1cccc(Cl)c1. (3) Given the product CC(=O)Nc1ccc(C(F)(F)F)c(OC[C@H]2CCCN2C)c1, predict the reactants needed to synthesize it. The reactants are: C=O.CC(=O)Nc1ccc(C(F)(F)F)c(OC[C@H]2CCCN2)c1.